From a dataset of Reaction yield outcomes from USPTO patents with 853,638 reactions. Predict the reaction yield, written as a fraction of the theoretical maximum amount of product (1.0 means a 100% yield; for example, 0.34 means a 34% yield). (1) The reactants are [CH2:1]([O:3][P:4]([CH:9]([P:45]([O:50][CH2:51][CH3:52])([O:47][CH2:48][CH3:49])=[O:46])[CH2:10][C:11]([N:13]1[CH2:18][CH2:17][CH2:16][C@H:15]2[CH2:19][N:20]([C:22]3[C:31]([O:32][CH3:33])=[C:30]4[C:25]([C:26](=[O:43])[C:27]([C:37]([O:39]CC=C)=[O:38])=[CH:28][N:29]4[CH:34]4[CH2:36][CH2:35]4)=[CH:24][C:23]=3[F:44])[CH2:21][C@@H:14]12)=[O:12])([O:6][CH2:7][CH3:8])=[O:5])[CH3:2].O.C1(C)C(S([O-])=O)=CC=CC=1.[Na+]. The catalyst is C1COCC1.C1C=CC([P]([Pd]([P](C2C=CC=CC=2)(C2C=CC=CC=2)C2C=CC=CC=2)([P](C2C=CC=CC=2)(C2C=CC=CC=2)C2C=CC=CC=2)[P](C2C=CC=CC=2)(C2C=CC=CC=2)C2C=CC=CC=2)(C2C=CC=CC=2)C2C=CC=CC=2)=CC=1. The product is [CH2:7]([O:6][P:4]([CH:9]([P:45]([O:47][CH2:48][CH3:49])([O:50][CH2:51][CH3:52])=[O:46])[CH2:10][C:11]([N:13]1[CH2:18][CH2:17][CH2:16][C@H:15]2[CH2:19][N:20]([C:22]3[C:31]([O:32][CH3:33])=[C:30]4[C:25]([C:26](=[O:43])[C:27]([C:37]([OH:39])=[O:38])=[CH:28][N:29]4[CH:34]4[CH2:35][CH2:36]4)=[CH:24][C:23]=3[F:44])[CH2:21][C@@H:14]12)=[O:12])([O:3][CH2:1][CH3:2])=[O:5])[CH3:8]. The yield is 0.790. (2) The product is [Cl:1][C:2]1[CH:7]=[CH:6][C:5]([C:8]([F:9])([F:10])[F:11])=[CH:4][C:3]=1[NH:12][C:13]1[O:17][C:16]([C:18]2[CH:23]=[CH:22][C:21]([O:24][C:36]3[N:41]=[C:40]([NH2:42])[N:39]=[C:38]([NH2:43])[CH:37]=3)=[CH:20][CH:19]=2)=[N:15][N:14]=1. The reactants are [Cl:1][C:2]1[CH:7]=[CH:6][C:5]([C:8]([F:11])([F:10])[F:9])=[CH:4][C:3]=1[NH:12][C:13]1[O:17][C:16]([C:18]2[CH:23]=[CH:22][C:21]([OH:24])=[CH:20][CH:19]=2)=[N:15][N:14]=1.C[Si]([N-][Si](C)(C)C)(C)C.[K+].Cl[C:36]1[N:41]=[C:40]([NH2:42])[N:39]=[C:38]([NH2:43])[CH:37]=1.C([O-])([O-])=O.[K+].[K+]. The yield is 0.565. The catalyst is CN(C=O)C.CO. (3) The reactants are Br[C:2]1[CH:7]=[CH:6][C:5]([N:8]2[CH2:13][CH2:12][C:11](=[O:14])[CH2:10][CH2:9]2)=[CH:4][CH:3]=1.[B:15]1([B:15]2[O:19][C:18]([CH3:21])([CH3:20])[C:17]([CH3:23])([CH3:22])[O:16]2)[O:19][C:18]([CH3:21])([CH3:20])[C:17]([CH3:23])([CH3:22])[O:16]1.CC([O-])=O.[K+].[Cl-].[Na+]. The catalyst is CN(C=O)C. The product is [CH3:22][C:17]1([CH3:23])[C:18]([CH3:21])([CH3:20])[O:19][B:15]([C:2]2[CH:7]=[CH:6][C:5]([N:8]3[CH2:13][CH2:12][C:11](=[O:14])[CH2:10][CH2:9]3)=[CH:4][CH:3]=2)[O:16]1. The yield is 0.330. (4) The reactants are [NH2:1][C:2]1[C:7]([C:8]#[N:9])=[C:6]([CH2:10][CH3:11])[N:5]=[C:4](Cl)[N:3]=1.[C@H:13]1([NH2:23])[C:22]2[C:17](=[CH:18][CH:19]=[CH:20][CH:21]=2)[CH2:16][CH2:15]C1.C(=O)([O-])[O-].[K+].[K+]. The catalyst is CN(C)C(=O)C. The product is [NH2:1][C:2]1[C:7]([C:8]#[N:9])=[C:6]([CH2:10][CH3:11])[N:5]=[C:4]([NH:23][C@H:13]2[C:22]3[C:17](=[CH:18][CH:19]=[CH:20][CH:21]=3)[CH2:16][CH2:15]2)[N:3]=1. The yield is 0.820. (5) The catalyst is O.C(O)(=O)C. The reactants are ClCC([NH:5][C:6]12[CH2:15][CH:10]3[CH2:11][CH:12]([CH2:14][C:8]([NH:16][C:17]([C:19]4[CH:24]=[CH:23][CH:22]=[CH:21][N:20]=4)=[O:18])([CH2:9]3)[CH2:7]1)[CH2:13]2)=O.NC(N)=S.C(O)C.[OH-].[Na+]. The yield is 0.954. The product is [NH2:5][C:6]12[CH2:15][CH:10]3[CH2:11][CH:12]([CH2:14][C:8]([NH:16][C:17]([C:19]4[CH:24]=[CH:23][CH:22]=[CH:21][N:20]=4)=[O:18])([CH2:9]3)[CH2:7]1)[CH2:13]2. (6) The reactants are [Br:1][C:2]1[CH:3]=[C:4]([OH:8])[CH:5]=[N:6][CH:7]=1.C(=O)([O-])[O-].[K+].[K+].Br[CH2:16][C:17]1[CH:22]=[CH:21][CH:20]=[CH:19][CH:18]=1. The catalyst is CN(C=O)C. The product is [CH2:16]([O:8][C:4]1[CH:5]=[N:6][CH:7]=[C:2]([Br:1])[CH:3]=1)[C:17]1[CH:22]=[CH:21][CH:20]=[CH:19][CH:18]=1. The yield is 0.398. (7) The reactants are [CH3:1][O:2][C:3]1[CH:4]=[C:5]2[C:10](=[CH:11][C:12]=1[O:13][CH3:14])[N:9]=[CH:8][CH:7]=[C:6]2[O:15][C:16]1[CH:22]=[CH:21][C:19]([NH2:20])=[C:18]([CH3:23])[C:17]=1[CH3:24].C(N(CC)CC)C.[C:32](Cl)(Cl)=[S:33].[NH2:36][CH2:37][CH2:38][CH2:39][N:40]1[CH2:45][CH2:44][CH2:43][CH2:42][CH:41]1[CH3:46]. The catalyst is CN(C)C=O.C(OCC)(=O)C. The product is [CH3:1][O:2][C:3]1[CH:4]=[C:5]2[C:10](=[CH:11][C:12]=1[O:13][CH3:14])[N:9]=[CH:8][CH:7]=[C:6]2[O:15][C:16]1[CH:22]=[CH:21][C:19]([NH:20][C:32]([NH:36][CH2:37][CH2:38][CH2:39][N:40]2[CH2:45][CH2:44][CH2:43][CH2:42][CH:41]2[CH3:46])=[S:33])=[C:18]([CH3:23])[C:17]=1[CH3:24]. The yield is 0.470.